This data is from Reaction yield outcomes from USPTO patents with 853,638 reactions. The task is: Predict the reaction yield, written as a fraction of the theoretical maximum amount of product (1.0 means a 100% yield; for example, 0.34 means a 34% yield). (1) The reactants are [Cl:1][C:2]1[CH:3]=[C:4]([NH:9][C:10]([N:12]2[CH2:17][CH2:16][N:15]([CH2:18][CH:19]3[CH2:24][NH:23][CH2:22][CH2:21][N:20]3[C:25]([O:27][CH2:28][C:29]3[CH:34]=[CH:33][CH:32]=[CH:31][CH:30]=3)=[O:26])[CH2:14][CH2:13]2)=[O:11])[CH:5]=[CH:6][C:7]=1[Cl:8].[CH:35](=O)[CH3:36].ClC1C=C(NC(N2CCN(C[C@@H]3OCCN(CCC4C=NC=CC=4)C3)CC2)=O)C=CC=1Cl. No catalyst specified. The product is [Cl:1][C:2]1[CH:3]=[C:4]([NH:9][C:10]([N:12]2[CH2:13][CH2:14][N:15]([CH2:18][CH:19]3[CH2:24][N:23]([CH2:35][CH3:36])[CH2:22][CH2:21][N:20]3[C:25]([O:27][CH2:28][C:29]3[CH:30]=[CH:31][CH:32]=[CH:33][CH:34]=3)=[O:26])[CH2:16][CH2:17]2)=[O:11])[CH:5]=[CH:6][C:7]=1[Cl:8]. The yield is 0.180. (2) The reactants are [CH3:1][O:2][C:3]1[C:4]([NH2:18])=[CH:5][C:6]2[CH2:12][CH2:11][N:10]([CH2:13][CH2:14][O:15][CH3:16])[CH2:9][CH2:8][C:7]=2[CH:17]=1.Cl[C:20]1[N:25]=[C:24]([NH:26][C:27]2[CH:36]=[CH:35][CH:34]=[CH:33][C:28]=2[C:29]([NH:31][CH3:32])=[O:30])[C:23]([Cl:37])=[CH:22][N:21]=1.Cl.O1CCOCC1. The catalyst is C(O)(C)C. The product is [Cl:37][C:23]1[C:24]([NH:26][C:27]2[CH:36]=[CH:35][CH:34]=[CH:33][C:28]=2[C:29]([NH:31][CH3:32])=[O:30])=[N:25][C:20]([NH:18][C:4]2[C:3]([O:2][CH3:1])=[CH:17][C:7]3[CH2:8][CH2:9][N:10]([CH2:13][CH2:14][O:15][CH3:16])[CH2:11][CH2:12][C:6]=3[CH:5]=2)=[N:21][CH:22]=1. The yield is 0.420.